Dataset: Forward reaction prediction with 1.9M reactions from USPTO patents (1976-2016). Task: Predict the product of the given reaction. (1) Given the reactants C(=O)([O-])[O-].[Cs+].[Cs+].C1(P(C2C=CC=CC=2)(O[NH2:16])=O)C=CC=CC=1.[CH3:23][O:24][C:25](=[O:35])[CH2:26][C:27]1[C:28](=[O:34])[NH:29][CH:30]=[CH:31][C:32]=1[CH3:33], predict the reaction product. The product is: [CH3:23][O:24][C:25](=[O:35])[CH2:26][C:27]1[C:28](=[O:34])[N:29]([NH2:16])[CH:30]=[CH:31][C:32]=1[CH3:33]. (2) The product is: [OH:8][CH2:9][C@@H:10]1[C@H:14]2[O:15][C:16]([CH3:18])([CH3:19])[O:17][C@H:13]2[C@H:12]([N:20]2[CH:28]=[N:27][C:26]3[C:21]2=[N:22][C:23]([C:44]([NH:46][CH2:47][CH2:48][C:49]2[CH:54]=[CH:53][CH:52]=[CH:51][CH:50]=2)=[O:45])=[N:24][C:25]=3[NH:29][CH2:30][CH:31]([C:38]2[CH:39]=[CH:40][CH:41]=[CH:42][CH:43]=2)[C:32]2[CH:37]=[CH:36][CH:35]=[CH:34][CH:33]=2)[O:11]1. Given the reactants [Si]([O:8][CH2:9][C@@H:10]1[C@H:14]2[O:15][C:16]([CH3:19])([CH3:18])[O:17][C@H:13]2[C@H:12]([N:20]2[CH:28]=[N:27][C:26]3[C:21]2=[N:22][C:23]([C:44]([NH:46][CH2:47][CH2:48][C:49]2[CH:54]=[CH:53][CH:52]=[CH:51][CH:50]=2)=[O:45])=[N:24][C:25]=3[NH:29][CH2:30][CH:31]([C:38]2[CH:43]=[CH:42][CH:41]=[CH:40][CH:39]=2)[C:32]2[CH:37]=[CH:36][CH:35]=[CH:34][CH:33]=2)[O:11]1)(C(C)(C)C)(C)C.[F-].C([N+](CCCC)(CCCC)CCCC)CCC, predict the reaction product.